Dataset: Peptide-MHC class I binding affinity with 185,985 pairs from IEDB/IMGT. Task: Regression. Given a peptide amino acid sequence and an MHC pseudo amino acid sequence, predict their binding affinity value. This is MHC class I binding data. (1) The peptide sequence is SEHLEQECHI. The MHC is H-2-Db with pseudo-sequence H-2-Db. The binding affinity (normalized) is 0. (2) The peptide sequence is YTTGGTSRNK. The MHC is Mamu-B8301 with pseudo-sequence Mamu-B8301. The binding affinity (normalized) is 0.385. (3) The peptide sequence is MALYVLQAL. The binding affinity (normalized) is 0.00362. The MHC is Mamu-B52 with pseudo-sequence Mamu-B52.